From a dataset of Reaction yield outcomes from USPTO patents with 853,638 reactions. Predict the reaction yield, written as a fraction of the theoretical maximum amount of product (1.0 means a 100% yield; for example, 0.34 means a 34% yield). (1) The reactants are Br[C:2]1[CH:3]=[C:4]2[C:9](=[C:10]([CH:12]([CH3:14])[CH3:13])[CH:11]=1)[O:8][C:7]([CH2:17][CH3:18])([CH2:15][CH3:16])[CH2:6][C:5]2([CH3:20])[CH3:19].C(N(CC)CC)C.O1CCCC1.[CH3:33][Si:34]([C:37]#[CH:38])([CH3:36])[CH3:35]. The catalyst is CCCCCC.[Cu]I.C(OCC)(=O)C. The product is [CH2:15]([C:7]1([CH2:17][CH3:18])[CH2:6][C:5]([CH3:20])([CH3:19])[C:4]2[C:9](=[C:10]([CH:12]([CH3:14])[CH3:13])[CH:11]=[C:2]([C:38]#[C:37][Si:34]([CH3:36])([CH3:35])[CH3:33])[CH:3]=2)[O:8]1)[CH3:16]. The yield is 0.790. (2) The reactants are [CH2:1]([C@@H:5]1[NH:10][CH2:9][C@H:8]([CH2:11][CH2:12][CH3:13])[NH:7][C:6]1=[O:14])[CH:2]([CH3:4])[CH3:3].[F:15][C:16]1[CH:17]=[C:18]([C@@H:23]2[CH2:25][C@H:24]2[C:26](O)=[O:27])[CH:19]=[CH:20][C:21]=1[F:22].C([C@@H]1N(C(=O)/C=C/C2C=CC=CC=2)C[C@H](CC(C)C)NC1=O)C(C)C. No catalyst specified. The product is [F:15][C:16]1[CH:17]=[C:18]([C@@H:23]2[CH2:25][C@H:24]2[C:26]([N:10]2[CH2:9][C@H:8]([CH2:11][CH2:12][CH3:13])[NH:7][C:6](=[O:14])[C@@H:5]2[CH2:1][CH:2]([CH3:4])[CH3:3])=[O:27])[CH:19]=[CH:20][C:21]=1[F:22]. The yield is 0.200. (3) The reactants are [CH3:1][C:2]([CH3:18])([CH3:17])[CH2:3][CH2:4][NH:5][C:6]([CH2:8][C:9]1[CH:16]=[CH:15][C:12]([C:13]#[N:14])=[CH:11][CH:10]=1)=[O:7]. The catalyst is CO.Cl.[Pd]. The product is [CH3:1][C:2]([CH3:18])([CH3:17])[CH2:3][CH2:4][NH:5][C:6]([CH2:8][C:9]1[CH:10]=[CH:11][C:12]([CH2:13][NH2:14])=[CH:15][CH:16]=1)=[O:7]. The yield is 0.980. (4) The reactants are [Cl:1][C:2]1[CH:11]=[C:10]([CH:12]([NH2:14])[CH3:13])[C:9]([C:15]2[CH:20]=[CH:19][CH:18]=[C:17]([F:21])[CH:16]=2)=[C:8]2[C:3]=1[CH:4]=[CH:5][N:6]=[N:7]2.[NH2:22][C:23]1[C:28]([C:29]#[N:30])=[C:27](Cl)[N:26]=[CH:25][N:24]=1.C(N(CC)C(C)C)(C)C.C(#N)C. The catalyst is C(O)CCC. The product is [NH2:22][C:23]1[C:28]([C:29]#[N:30])=[C:27]([NH:14][CH:12]([C:10]2[C:9]([C:15]3[CH:20]=[CH:19][CH:18]=[C:17]([F:21])[CH:16]=3)=[C:8]3[C:3]([CH:4]=[CH:5][N:6]=[N:7]3)=[C:2]([Cl:1])[CH:11]=2)[CH3:13])[N:26]=[CH:25][N:24]=1. The yield is 0.440. (5) The reactants are [F:1][C:2]1[CH:10]=[CH:9][CH:8]=[C:7]2[C:3]=1[C:4]([C:25](Cl)=[O:26])=[CH:5][N:6]2[CH2:11][C:12]1[CH:17]=[CH:16][C:15]([C:18]2[CH:19]=[N:20][N:21]([CH3:23])[CH:22]=2)=[CH:14][C:13]=1[F:24].C(N(CC)CC)C.Cl.[NH2:36][C@H:37]1[CH2:41][CH2:40][CH2:39][C@@H:38]1[OH:42]. The catalyst is ClCCl. The product is [F:1][C:2]1[CH:10]=[CH:9][CH:8]=[C:7]2[C:3]=1[C:4]([C:25]([NH:36][C@H:37]1[CH2:41][CH2:40][CH2:39][C@@H:38]1[OH:42])=[O:26])=[CH:5][N:6]2[CH2:11][C:12]1[CH:17]=[CH:16][C:15]([C:18]2[CH:19]=[N:20][N:21]([CH3:23])[CH:22]=2)=[CH:14][C:13]=1[F:24]. The yield is 0.740. (6) The reactants are Cl[C:2]1[N:7]2[N:8]=[C:9]([CH3:11])[CH:10]=[C:6]2[N:5]=[C:4]([NH:12][C:13](=[O:24])[C:14]2[CH:19]=[CH:18][C:17]([C:20]([OH:23])([CH3:22])[CH3:21])=[CH:16][CH:15]=2)[CH:3]=1.Cl.[CH2:26]([S:29]([N:32]1[CH2:37][CH2:36][NH:35][CH2:34][CH2:33]1)(=[O:31])=[O:30])[CH2:27][CH3:28].C(N(CC)C(C)C)(C)C. The catalyst is CN(C=O)C.CS(C)=O.CO. The product is [OH:23][C:20]([C:17]1[CH:18]=[CH:19][C:14]([C:13]([NH:12][C:4]2[CH:3]=[C:2]([N:35]3[CH2:34][CH2:33][N:32]([S:29]([CH2:26][CH2:27][CH3:28])(=[O:30])=[O:31])[CH2:37][CH2:36]3)[N:7]3[N:8]=[C:9]([CH3:11])[CH:10]=[C:6]3[N:5]=2)=[O:24])=[CH:15][CH:16]=1)([CH3:22])[CH3:21]. The yield is 0.890.